This data is from Forward reaction prediction with 1.9M reactions from USPTO patents (1976-2016). The task is: Predict the product of the given reaction. (1) Given the reactants ClC1C=CC=C(C(OO)=[O:9])C=1.[CH3:12][O:13][C:14]1[C:15](=[O:37])[C:16]([C:26]2[N:30]([C:31]3[CH:36]=[CH:35][CH:34]=[CH:33][CH:32]=3)[N:29]=[CH:28][CH:27]=2)=[N:17][N:18]([C:20]2[CH:21]=[N:22][CH:23]=[CH:24][CH:25]=2)[CH:19]=1, predict the reaction product. The product is: [CH3:12][O:13][C:14]1[C:15](=[O:37])[C:16]([C:26]2[N:30]([C:31]3[CH:32]=[CH:33][CH:34]=[CH:35][CH:36]=3)[N:29]=[CH:28][CH:27]=2)=[N:17][N:18]([C:20]2[CH:21]=[N+:22]([O-:9])[CH:23]=[CH:24][CH:25]=2)[CH:19]=1. (2) Given the reactants [NH2:1][NH:2][C:3]([C:5]1[CH:10]=[CH:9][CH:8]=[C:7]([CH3:11])[N:6]=1)=[NH:4].[C:12]([C:16]1[CH:17]=[CH:18][C:19]([OH:24])=[C:20]([CH:23]=1)[CH:21]=O)([CH3:15])([CH3:14])[CH3:13], predict the reaction product. The product is: [C:12]([C:16]1[CH:17]=[CH:18][C:19]([OH:24])=[C:20]([C:21]2[NH:1][N:2]=[C:3]([C:5]3[CH:10]=[CH:9][CH:8]=[C:7]([CH3:11])[N:6]=3)[N:4]=2)[CH:23]=1)([CH3:15])([CH3:14])[CH3:13]. (3) Given the reactants [CH3:1][O:2]/[N:3]=[C:4]1\[CH2:5][N:6]([C:11]([O:13][C:14]([CH3:17])([CH3:16])[CH3:15])=[O:12])[CH2:7][CH2:8][C:9]\1=O.C([O-])(=O)C.[NH4+].[BH3-]C#[N:25].[Na+].Cl, predict the reaction product. The product is: [NH2:25][CH:9]1[CH2:8][CH2:7][N:6]([C:11]([O:13][C:14]([CH3:17])([CH3:16])[CH3:15])=[O:12])[CH2:5]/[C:4]/1=[N:3]\[O:2][CH3:1]. (4) Given the reactants [Cl:1][C:2]1[CH:26]=[CH:25][C:5]([CH2:6][NH:7][C:8]([C:10]2[C:11](=[O:24])[C:12]3[CH:21]=[C:20]([CH2:22]Cl)[S:19][C:13]=3[N:14]([CH2:16][CH2:17][CH3:18])[CH:15]=2)=[O:9])=[CH:4][CH:3]=1.[OH:27][CH:28]([C:34]1[CH:39]=[CH:38][CH:37]=[CH:36][CH:35]=1)[CH:29]1[CH2:33][CH2:32][CH2:31][NH:30]1, predict the reaction product. The product is: [Cl:1][C:2]1[CH:3]=[CH:4][C:5]([CH2:6][NH:7][C:8]([C:10]2[C:11](=[O:24])[C:12]3[CH:21]=[C:20]([CH2:22][N:30]4[CH2:31][CH2:32][CH2:33][C@@H:29]4[C@@H:28]([OH:27])[C:34]4[CH:39]=[CH:38][CH:37]=[CH:36][CH:35]=4)[S:19][C:13]=3[N:14]([CH2:16][CH2:17][CH3:18])[CH:15]=2)=[O:9])=[CH:25][CH:26]=1. (5) Given the reactants [CH2:1]=[C:2]1[CH2:5][CH:4]([CH2:6][NH2:7])[CH2:3]1.C([O-])([O-])=O.[Na+].[Na+].Cl[C:15]([O:17][CH2:18][C:19]1[CH:24]=[CH:23][CH:22]=[CH:21][CH:20]=1)=[O:16].O, predict the reaction product. The product is: [CH2:1]=[C:2]1[CH2:5][CH:4]([CH2:6][NH:7][C:15](=[O:16])[O:17][CH2:18][C:19]2[CH:24]=[CH:23][CH:22]=[CH:21][CH:20]=2)[CH2:3]1. (6) Given the reactants [CH3:1][O:2][C:3]1[CH:8]=[CH:7][C:6]([C:9]2[C:17]3[O:16][CH:15]([CH2:18][NH2:19])[CH2:14][C:13]=3[CH:12]=[CH:11][CH:10]=2)=[CH:5][CH:4]=1.C(N(C(C)C)CC)(C)C.Cl[C:30]([O:32][CH2:33][C:34]1[CH:39]=[CH:38][CH:37]=[CH:36][CH:35]=1)=[O:31].C(OC(=O)NCC1CC2C=CC=C(C3CCCC3)C=2O1)C1C=CC=CC=1, predict the reaction product. The product is: [CH2:33]([O:32][C:30](=[O:31])[NH:19][CH2:18][CH:15]1[CH2:14][C:13]2[CH:12]=[CH:11][CH:10]=[C:9]([C:6]3[CH:7]=[CH:8][C:3]([O:2][CH3:1])=[CH:4][CH:5]=3)[C:17]=2[O:16]1)[C:34]1[CH:39]=[CH:38][CH:37]=[CH:36][CH:35]=1. (7) The product is: [CH3:22][N:23]([CH3:28])[CH2:24][C:25]([N:17]1[CH2:18][CH2:19][C:13]2[CH:12]=[C:11]([O:10][CH2:9][CH2:8][CH2:7][N:1]3[CH2:2][CH2:3][CH2:4][CH2:5][CH2:6]3)[CH:21]=[CH:20][C:14]=2[CH2:15][CH2:16]1)=[O:26]. Given the reactants [N:1]1([CH2:7][CH2:8][CH2:9][O:10][C:11]2[CH:21]=[CH:20][C:14]3[CH2:15][CH2:16][NH:17][CH2:18][CH2:19][C:13]=3[CH:12]=2)[CH2:6][CH2:5][CH2:4][CH2:3][CH2:2]1.[CH3:22][N:23]([CH3:28])[CH2:24][C:25](O)=[O:26], predict the reaction product.